This data is from Full USPTO retrosynthesis dataset with 1.9M reactions from patents (1976-2016). The task is: Predict the reactants needed to synthesize the given product. (1) Given the product [CH3:1][N:13]([C:14]1[N:18]([CH3:19])[N:17]=[C:16]([C:20]([F:25])([F:26])[C:21]([F:22])([F:23])[F:24])[C:15]=1[C:27]([F:30])([F:28])[F:29])[C:11]1[CH:10]=[CH:9][C:8]([N+:31]([O-:33])=[O:32])=[C:7]([CH3:6])[N:12]=1, predict the reactants needed to synthesize it. The reactants are: [CH2:1]1COCC1.[CH3:6][C:7]1[N:12]=[C:11]([NH:13][C:14]2[N:18]([CH3:19])[N:17]=[C:16]([C:20]([F:26])([F:25])[C:21]([F:24])([F:23])[F:22])[C:15]=2[C:27]([F:30])([F:29])[F:28])[CH:10]=[CH:9][C:8]=1[N+:31]([O-:33])=[O:32].[H-].[Na+].CI. (2) Given the product [C:29]([O:24][C@@H:19]([C:3]1[C:4]([CH3:18])=[N:5][C:6]2[N:7]([N:8]=[C:9]([C:11]3[CH:16]=[CH:15][CH:14]=[C:13]([Cl:17])[CH:12]=3)[CH:10]=2)[C:2]=1[Cl:1])[C:20]([O:22][CH3:23])=[O:21])([CH3:32])([CH3:31])[CH3:30], predict the reactants needed to synthesize it. The reactants are: [Cl:1][C:2]1[N:7]2[N:8]=[C:9]([C:11]3[CH:16]=[CH:15][CH:14]=[C:13]([Cl:17])[CH:12]=3)[CH:10]=[C:6]2[N:5]=[C:4]([CH3:18])[C:3]=1[C@H:19]([OH:24])[C:20]([O:22][CH3:23])=[O:21].C(O[C:29]([CH3:32])([CH3:31])[CH3:30])(=O)C.Cl(O)(=O)(=O)=O. (3) Given the product [NH:4]1[CH2:5][CH2:6][CH2:7][C@@H:2]([NH:1][C:24]([C:16]2[NH:15][C:23]3[C:18]([CH:17]=2)=[CH:19][CH:20]=[CH:21][CH:22]=3)=[O:25])[CH2:3]1, predict the reactants needed to synthesize it. The reactants are: [NH2:1][C@@H:2]1[CH2:7][CH2:6][CH2:5][N:4](C(OC(C)(C)C)=O)[CH2:3]1.[NH:15]1[C:23]2[C:18](=[CH:19][CH:20]=[CH:21][CH:22]=2)[CH:17]=[C:16]1[C:24](O)=[O:25].N. (4) Given the product [Cl:32][C:11]1[N:10]=[C:9]2[C:14]([N:15]=[CH:16][N:8]2[C@@H:6]2[CH2:7][C@H:3]([NH:2][C:47]([CH:44]3[CH2:46][CH2:45]3)=[O:48])[C@@H:4]([OH:34])[C@H:5]2[OH:33])=[C:13]([NH:17][CH2:18][CH:19]([C:26]2[CH:27]=[CH:28][CH:29]=[CH:30][CH:31]=2)[C:20]2[CH:25]=[CH:24][CH:23]=[CH:22][CH:21]=2)[N:12]=1, predict the reactants needed to synthesize it. The reactants are: Cl.[NH2:2][C@H:3]1[CH2:7][C@@H:6]([N:8]2[CH:16]=[N:15][C:14]3[C:9]2=[N:10][C:11]([Cl:32])=[N:12][C:13]=3[NH:17][CH2:18][CH:19]([C:26]2[CH:31]=[CH:30][CH:29]=[CH:28][CH:27]=2)[C:20]2[CH:25]=[CH:24][CH:23]=[CH:22][CH:21]=2)[C@H:5]([OH:33])[C@@H:4]1[OH:34].C(N(C(C)C)CC)(C)C.[CH:44]1([C:47](Cl)=[O:48])[CH2:46][CH2:45]1. (5) Given the product [CH2:17]([CH:16]([C:15]1[C:10]2[N:11]([C:7]([C:5]3[S:6][C:2]([C:27]4[S:26][CH:30]=[CH:29][N:28]=4)=[CH:3][C:4]=3[C:23]#[N:24])=[C:8]([CH3:22])[N:9]=2)[N:12]=[C:13]([CH3:21])[CH:14]=1)[CH2:19][CH3:20])[CH3:18], predict the reactants needed to synthesize it. The reactants are: Br[C:2]1[S:6][C:5]([C:7]2[N:11]3[N:12]=[C:13]([CH3:21])[CH:14]=[C:15]([CH:16]([CH2:19][CH3:20])[CH2:17][CH3:18])[C:10]3=[N:9][C:8]=2[CH3:22])=[C:4]([C:23]#[N:24])[CH:3]=1.[Br-].[S:26]1[CH:30]=[CH:29][N:28]=[C:27]1[Zn+]. (6) The reactants are: [C:1]([C:3]1[CH:8]=[C:7]([CH3:9])[CH:6]=[CH:5][N:4]=1)#[N:2]. Given the product [CH3:9][C:7]1[CH:6]=[CH:5][N:4]=[C:3]([CH2:1][NH2:2])[CH:8]=1, predict the reactants needed to synthesize it. (7) Given the product [Br:13][C:9]1[C:8]([CH3:14])=[C:7]([N:6]2[C:4](=[O:5])[C:3]3[C:2](=[C:18]([CH3:19])[CH:17]=[CH:16][CH:15]=3)[NH:1][C:21]2=[O:23])[CH:12]=[CH:11][CH:10]=1, predict the reactants needed to synthesize it. The reactants are: [NH2:1][C:2]1[C:18]([CH3:19])=[CH:17][CH:16]=[CH:15][C:3]=1[C:4]([NH:6][C:7]1[CH:12]=[CH:11][CH:10]=[C:9]([Br:13])[C:8]=1[CH3:14])=[O:5].Cl[C:21](Cl)([O:23]C(=O)OC(Cl)(Cl)Cl)Cl.C([O-])(O)=O.[Na+].